From a dataset of Full USPTO retrosynthesis dataset with 1.9M reactions from patents (1976-2016). Predict the reactants needed to synthesize the given product. (1) Given the product [CH3:1][C:2]1[C:11]2[CH:10]=[N:9][C:8]([NH:43][C@@H:38]3[CH2:39][CH2:40][CH2:41][CH2:42][C@@H:37]3[NH2:44])=[N:7][C:6]=2[C:5]([C:14]2[C:22]3[C:17](=[CH:18][C:19]([C:23]([F:26])([F:25])[F:24])=[CH:20][CH:21]=3)[N:16]([S:27]([C:30]3[CH:31]=[CH:32][C:33]([CH3:36])=[CH:34][CH:35]=3)(=[O:28])=[O:29])[CH:15]=2)=[CH:4][N:3]=1, predict the reactants needed to synthesize it. The reactants are: [CH3:1][C:2]1[C:11]2[CH:10]=[N:9][C:8](SC)=[N:7][C:6]=2[C:5]([C:14]2[C:22]3[C:17](=[CH:18][C:19]([C:23]([F:26])([F:25])[F:24])=[CH:20][CH:21]=3)[N:16]([S:27]([C:30]3[CH:35]=[CH:34][C:33]([CH3:36])=[CH:32][CH:31]=3)(=[O:29])=[O:28])[CH:15]=2)=[CH:4][N:3]=1.[C@@H:37]1([NH2:44])[CH2:42][CH2:41][CH2:40][CH2:39][C@@H:38]1[NH2:43]. (2) Given the product [Cl:30][C:24]1[CH:25]=[C:26]([I:29])[CH:27]=[CH:28][C:23]=1[NH:22][C:10]1[S:11][C:12]2[C:13](=[O:21])[NH:14][CH2:15][C:16]([CH3:20])([CH3:19])[CH2:17][C:18]=2[C:9]=1[C:7]([OH:8])=[O:6], predict the reactants needed to synthesize it. The reactants are: O.[OH-].[Li+].C([O:6][C:7]([C:9]1[C:18]2[CH2:17][C:16]([CH3:20])([CH3:19])[CH2:15][NH:14][C:13](=[O:21])[C:12]=2[S:11][C:10]=1[NH:22][C:23]1[CH:28]=[CH:27][C:26]([I:29])=[CH:25][C:24]=1[Cl:30])=[O:8])C. (3) The reactants are: Cl.[C:2]([C:4]1([NH:10][C:11]([CH:13]([NH:21][C:22]([N:24]2[CH2:29][CH2:28][O:27][CH2:26][CH2:25]2)=[O:23])[CH2:14][CH:15]2[CH2:20][CH2:19][CH2:18][CH2:17][CH2:16]2)=[O:12])[CH2:9][CH2:8][NH:7][CH2:6][CH2:5]1)#[N:3].CCN(C(C)C)C(C)C.[C:39]1([CH3:49])[CH:44]=[CH:43][C:42]([S:45]([OH:48])(=[O:47])=[O:46])=[CH:41][CH:40]=1.[C:50](N1C2C=CC=CC=2N=N1)(=[NH:52])[NH2:51]. Given the product [C:39]1([CH3:49])[CH:40]=[CH:41][C:42]([S:45]([OH:48])(=[O:46])=[O:47])=[CH:43][CH:44]=1.[C:50]([N:7]1[CH2:6][CH2:5][C:4]([NH:10][C:11]([CH:13]([NH:21][C:22]([N:24]2[CH2:29][CH2:28][O:27][CH2:26][CH2:25]2)=[O:23])[CH2:14][CH:15]2[CH2:16][CH2:17][CH2:18][CH2:19][CH2:20]2)=[O:12])([C:2]#[N:3])[CH2:9][CH2:8]1)(=[NH:51])[NH2:52], predict the reactants needed to synthesize it. (4) Given the product [O:11]=[C:7]1[CH2:6][C:5]2[C:9](=[CH:10][C:2]([N:1]3[C:17](=[O:16])[C:25]4[C:20](=[CH:21][CH:22]=[CH:23][CH:24]=4)[C:19]3=[O:26])=[CH:3][C:4]=2[C:12]([F:15])([F:13])[F:14])[NH:8]1, predict the reactants needed to synthesize it. The reactants are: [NH2:1][C:2]1[CH:10]=[C:9]2[C:5]([CH2:6][C:7](=[O:11])[NH:8]2)=[C:4]([C:12]([F:15])([F:14])[F:13])[CH:3]=1.[O:16]=[C:17]1[C:25]2[C:20](=[CH:21][CH:22]=[CH:23][CH:24]=2)[C:19](=[O:26])N1C(OCC)=O.C(N(CC)CC)C.O.